From a dataset of Forward reaction prediction with 1.9M reactions from USPTO patents (1976-2016). Predict the product of the given reaction. (1) Given the reactants Br[C:2]1[CH:14]=[CH:13][C:5]([C:6]([NH:8][S:9]([CH3:12])(=[O:11])=[O:10])=[O:7])=[CH:4][C:3]=1[Cl:15].[Cl:16][C:17]1[C:18]([F:32])=[N:19][CH:20]=[C:21](B2OC(C)(C)C(C)(C)O2)[CH:22]=1.C([O-])([O-])=O.[Na+].[Na+], predict the reaction product. The product is: [Cl:15][C:3]1[CH:4]=[C:5]([CH:13]=[CH:14][C:2]=1[C:21]1[CH:20]=[N:19][C:18]([F:32])=[C:17]([Cl:16])[CH:22]=1)[C:6]([NH:8][S:9]([CH3:12])(=[O:11])=[O:10])=[O:7]. (2) Given the reactants [NH2:1][CH2:2][C:3]1[C:12](=[O:13])[C:11]2[C:6](=[CH:7][C:8]([Cl:14])=[CH:9][CH:10]=2)[N:5]([C:15]2[CH:20]=[CH:19][CH:18]=[CH:17][CH:16]=2)[CH:4]=1.[N:21]1([C:27]2[CH:35]=[CH:34][C:30]([C:31](O)=[O:32])=[CH:29][N:28]=2)[CH2:26][CH2:25][O:24][CH2:23][CH2:22]1, predict the reaction product. The product is: [Cl:14][C:8]1[CH:7]=[C:6]2[C:11]([C:12](=[O:13])[C:3]([CH2:2][NH:1][C:31](=[O:32])[C:30]3[CH:34]=[CH:35][C:27]([N:21]4[CH2:22][CH2:23][O:24][CH2:25][CH2:26]4)=[N:28][CH:29]=3)=[CH:4][N:5]2[C:15]2[CH:16]=[CH:17][CH:18]=[CH:19][CH:20]=2)=[CH:10][CH:9]=1. (3) Given the reactants Cl.[CH2:2]([O:4][CH2:5][CH2:6][O:7][CH2:8][CH2:9][NH:10]C(=O)OC(C)(C)C)[CH3:3].C([O-])([O-])=O.[K+].[K+], predict the reaction product. The product is: [CH2:2]([O:4][CH2:5][CH2:6][O:7][CH2:8][CH2:9][NH2:10])[CH3:3].